Dataset: Catalyst prediction with 721,799 reactions and 888 catalyst types from USPTO. Task: Predict which catalyst facilitates the given reaction. (1) Reactant: [Cl:1][C:2]1[C:7]([C:8]2[C:9]([O:16]C)=[N:10][C:11]([O:14]C)=[N:12][CH:13]=2)=[CH:6][CH:5]=[CH:4][N:3]=1. Product: [ClH:1].[Cl:1][C:2]1[C:7]([C:8]2[C:9](=[O:16])[NH:10][C:11](=[O:14])[NH:12][CH:13]=2)=[CH:6][CH:5]=[CH:4][N:3]=1. The catalyst class is: 5. (2) The catalyst class is: 2. Product: [CH3:1][O:2][C:3](=[O:36])/[C:4](/[C:29]1[CH:34]=[CH:33][CH:32]=[C:31]([Cl:35])[CH:30]=1)=[CH:5]\[C:6]1[CH:10]=[C:9]([C:11]2[CH:19]=[CH:18][C:14]3[O:15][CH2:16][O:17][C:13]=3[CH:12]=2)[N:8]([C:20]2[CH:25]=[C:24]([Cl:26])[CH:23]=[CH:22][C:21]=2[Cl:27])[N:7]=1. Reactant: [CH3:1][O:2][C:3](=[O:36])[C:4]([C:29]1[CH:34]=[CH:33][CH:32]=[C:31]([Cl:35])[CH:30]=1)(O)[CH2:5][C:6]1[CH:10]=[C:9]([C:11]2[CH:19]=[CH:18][C:14]3[O:15][CH2:16][O:17][C:13]=3[CH:12]=2)[N:8]([C:20]2[CH:25]=[C:24]([Cl:26])[CH:23]=[CH:22][C:21]=2[Cl:27])[N:7]=1.S(OS(C(F)(F)F)(=O)=O)(C(F)(F)F)(=O)=O.N1C=CC=CC=1. (3) Product: [C@@H:19]([NH:18][C:6]1[CH:5]=[C:4]([CH:9]=[C:8]([N:10]([S:12]([CH:15]2[CH2:16][CH2:17]2)(=[O:13])=[O:14])[CH3:11])[N:7]=1)[C:3]([OH:23])=[O:2])([CH2:21][CH3:22])[CH3:20]. The catalyst class is: 5. Reactant: C[O:2][C:3](=[O:23])[C:4]1[CH:9]=[C:8]([N:10]([S:12]([CH:15]2[CH2:17][CH2:16]2)(=[O:14])=[O:13])[CH3:11])[N:7]=[C:6]([NH:18][C@H:19]([CH2:21][CH3:22])[CH3:20])[CH:5]=1.[OH-].[Na+].Cl. (4) Reactant: [CH2:1]([O:3][C:4]([C:6]1[N:7]=[CH:8][C:9]2[C:14]([C:15]=1[OH:16])=[CH:13][CH:12]=[C:11]([O:17][C:18]1[C:23]([F:24])=[CH:22][CH:21]=[CH:20][C:19]=1[F:25])[CH:10]=2)=[O:5])[CH3:2].C1C(=O)N([Br:33])C(=O)C1. Product: [CH2:1]([O:3][C:4]([C:6]1[N:7]=[C:8]([Br:33])[C:9]2[C:14]([C:15]=1[OH:16])=[CH:13][CH:12]=[C:11]([O:17][C:18]1[C:23]([F:24])=[CH:22][CH:21]=[CH:20][C:19]=1[F:25])[CH:10]=2)=[O:5])[CH3:2]. The catalyst class is: 23. (5) Reactant: [Br:1][C:2]1[CH:3]=[C:4]([C:8]2[C:12]([C:13]3[CH:18]=[CH:17][N:16]=[CH:15][CH:14]=3)=[CH:11][NH:10][N:9]=2)[CH:5]=[CH:6][CH:7]=1.C(=O)([O-])[O-].[Cs+].[Cs+].[CH3:25][O:26][C:27]1[CH:34]=[CH:33][C:30]([CH2:31]Cl)=[CH:29][CH:28]=1. The catalyst class is: 9. Product: [Br:1][C:2]1[CH:3]=[C:4]([C:8]2[C:12]([C:13]3[CH:18]=[CH:17][N:16]=[CH:15][CH:14]=3)=[CH:11][N:10]([CH2:31][C:30]3[CH:33]=[CH:34][C:27]([O:26][CH3:25])=[CH:28][CH:29]=3)[N:9]=2)[CH:5]=[CH:6][CH:7]=1. (6) Reactant: B(Br)(Br)Br.[CH2:5]([C:7]1([S:22]([C:25]2[CH:30]=[CH:29][CH:28]=[C:27]([C:31]([F:34])([F:33])[F:32])[CH:26]=2)(=[O:24])=[O:23])[CH2:12][CH2:11][O:10][CH:9]([CH2:13][O:14]CC2C=CC=CC=2)[CH2:8]1)[CH3:6]. Product: [CH2:5]([C:7]1([S:22]([C:25]2[CH:30]=[CH:29][CH:28]=[C:27]([C:31]([F:33])([F:34])[F:32])[CH:26]=2)(=[O:23])=[O:24])[CH2:12][CH2:11][O:10][CH:9]([CH2:13][OH:14])[CH2:8]1)[CH3:6]. The catalyst class is: 2. (7) Reactant: [C:1]1([C:7]2([C:19]3[CH:24]=[CH:23][CH:22]=[CH:21][CH:20]=3)[CH2:11][N:10]([CH:12]3[CH2:17][CH2:16][NH:15][CH2:14][CH2:13]3)[C:9](=[O:18])[NH:8]2)[CH:6]=[CH:5][CH:4]=[CH:3][CH:2]=1.[Cl:25][C:26]1[CH:33]=[CH:32][C:29]([CH:30]=O)=[CH:28][CH:27]=1.[BH3-]C#N.[Na+]. Product: [Cl:25][C:26]1[CH:33]=[CH:32][C:29]([CH2:30][N:15]2[CH2:14][CH2:13][CH:12]([N:10]3[CH2:11][C:7]([C:1]4[CH:2]=[CH:3][CH:4]=[CH:5][CH:6]=4)([C:19]4[CH:20]=[CH:21][CH:22]=[CH:23][CH:24]=4)[NH:8][C:9]3=[O:18])[CH2:17][CH2:16]2)=[CH:28][CH:27]=1. The catalyst class is: 5.